Dataset: Peptide-MHC class II binding affinity with 134,281 pairs from IEDB. Task: Regression. Given a peptide amino acid sequence and an MHC pseudo amino acid sequence, predict their binding affinity value. This is MHC class II binding data. The peptide sequence is GTKTEAEDVIPEGWK. The MHC is DRB1_1001 with pseudo-sequence DRB1_1001. The binding affinity (normalized) is 0.165.